From a dataset of Full USPTO retrosynthesis dataset with 1.9M reactions from patents (1976-2016). Predict the reactants needed to synthesize the given product. (1) Given the product [Cl:1][C:2]1[CH:7]=[CH:6][C:5]([N:8]2[C:27](=[O:26])[C:29]3[C:30]([S:41][CH3:42])=[N:31][N:32]([C:35]4[CH:40]=[CH:39][CH:38]=[CH:37][CH:36]=4)[C:33]=3[N:34]=[C:9]2[C:10]2[CH:15]=[CH:14][C:13]([C:16]3[CH:21]=[CH:20][N:19]=[C:18]([Cl:22])[N:17]=3)=[CH:12][CH:11]=2)=[CH:4][CH:3]=1, predict the reactants needed to synthesize it. The reactants are: [Cl:1][C:2]1[CH:7]=[CH:6][C:5]([NH:8][C:9](=O)[C:10]2[CH:15]=[CH:14][C:13]([C:16]3[CH:21]=[CH:20][N:19]=[C:18]([Cl:22])[N:17]=3)=[CH:12][CH:11]=2)=[CH:4][CH:3]=1.C([O:26][C:27]([C:29]1[C:30]([S:41][CH3:42])=[N:31][N:32]([C:35]2[CH:40]=[CH:39][CH:38]=[CH:37][CH:36]=2)[C:33]=1[NH2:34])=O)C. (2) The reactants are: [CH2:1]=[O:2].[C:3]([CH2:5][C:6]([O:8][CH3:9])=[O:7])#[N:4].CCN(CC)CC.[O:17]1CCOC[CH2:18]1. Given the product [C:3]([C:5]([CH2:1][OH:2])([CH2:18][OH:17])[C:6]([O:8][CH3:9])=[O:7])#[N:4], predict the reactants needed to synthesize it. (3) Given the product [CH2:1]([C:5]1[N:18]=[C:9]2[S:10][C:11]3[C:12](=[N:13][CH:14]=[N:15][C:16]=3[Cl:25])[C:8]2=[C:7]2[CH2:19][CH2:20][O:21][CH2:22][C:6]=12)[CH2:2][CH2:3][CH3:4], predict the reactants needed to synthesize it. The reactants are: [CH2:1]([C:5]1[N:18]=[C:9]2[S:10][C:11]3[C:16](=O)[NH:15][CH:14]=[N:13][C:12]=3[C:8]2=[C:7]2[CH2:19][CH2:20][O:21][CH2:22][C:6]=12)[CH2:2][CH2:3][CH3:4].P(Cl)(Cl)([Cl:25])=O. (4) Given the product [F:25][C:26]([F:39])([F:40])[C:27]1[CH:28]=[C:29]([CH:32]=[C:33]([C:35]([F:38])([F:36])[F:37])[CH:34]=1)[CH2:30][NH:10][CH2:9][C:8]1[CH:11]=[C:12]([C:15]([F:16])([F:17])[F:18])[CH:13]=[CH:14][C:7]=1[Br:6], predict the reactants needed to synthesize it. The reactants are: CS(O)(=O)=O.[Br:6][C:7]1[CH:14]=[CH:13][C:12]([C:15]([F:18])([F:17])[F:16])=[CH:11][C:8]=1[CH2:9][NH2:10].[OH-].[Na+].ClC(Cl)=C.[F:25][C:26]([F:40])([F:39])[C:27]1[CH:28]=[C:29]([CH:32]=[C:33]([C:35]([F:38])([F:37])[F:36])[CH:34]=1)[CH:30]=O.C(=O)([O-])[O-].[K+].[K+]. (5) Given the product [CH3:12][O:13][CH2:6][C:1]1([O:7][S:8](=[O:11])(=[O:10])[NH2:9])[CH2:3][CH2:2]1, predict the reactants needed to synthesize it. The reactants are: [C:1]1([O:7][S:8](=[O:11])(=[O:10])[NH2:9])[CH:6]=CC=[CH:3][CH:2]=1.[CH3:12][O:13]CC1(O)CC1.